From a dataset of Forward reaction prediction with 1.9M reactions from USPTO patents (1976-2016). Predict the product of the given reaction. (1) Given the reactants [Br:1][CH:2]1[CH2:7][CH2:6][CH2:5][CH:4]([C:8]([O:10][CH2:11][CH3:12])=[O:9])[C:3]1=O.[NH2:14][C:15]([NH2:17])=[S:16], predict the reaction product. The product is: [BrH:1].[NH2:17][C:15]1[S:16][C:2]2[CH2:7][CH2:6][CH2:5][CH:4]([C:8]([O:10][CH2:11][CH3:12])=[O:9])[C:3]=2[N:14]=1. (2) Given the reactants [OH:1][C:2]1[C:7]([C:8]2[CH:13]=[CH:12][C:11]([C:14]([F:17])([F:16])[F:15])=[CH:10][C:9]=2[CH2:18][N:19]2[C@@H:23]([CH3:24])[C@@H:22]([C:25]3[CH:30]=[CH:29][CH:28]=[CH:27][CH:26]=3)[O:21][C:20]2=[O:31])=[CH:6][C:5]([CH2:32][C:33]([OH:35])=[O:34])=[CH:4][CH:3]=1.[Cl:36][C:37]1[CH:44]=[CH:43][C:40]([CH2:41]Br)=[CH:39][CH:38]=1, predict the reaction product. The product is: [Cl:36][C:37]1[CH:44]=[CH:43][C:40]([CH2:41][O:34][C:33](=[O:35])[CH2:32][C:5]2[CH:6]=[C:7]([C:8]3[CH:13]=[CH:12][C:11]([C:14]([F:15])([F:16])[F:17])=[CH:10][C:9]=3[CH2:18][N:19]3[C@@H:23]([CH3:24])[C@@H:22]([C:25]4[CH:30]=[CH:29][CH:28]=[CH:27][CH:26]=4)[O:21][C:20]3=[O:31])[C:2]([O:1][CH2:41][C:40]3[CH:43]=[CH:44][C:37]([Cl:36])=[CH:38][CH:39]=3)=[CH:3][CH:4]=2)=[CH:39][CH:38]=1. (3) The product is: [CH3:20][O:19][C:16]1[CH:17]=[C:18]2[C:13](=[CH:14][C:15]=1[O:21][CH3:22])[C:12]([CH3:23])=[N:11][C:10]([OH:24])=[C:9]2[CH2:8][C:4]1[CH:5]=[N:6][CH:7]=[C:2]([C:30]2[CH:31]=[CH:32][C:27]([O:26][CH3:25])=[CH:28][CH:29]=2)[CH:3]=1. Given the reactants Br[C:2]1[CH:3]=[C:4]([CH2:8][C:9]2[C:18]3[C:13](=[CH:14][C:15]([O:21][CH3:22])=[C:16]([O:19][CH3:20])[CH:17]=3)[C:12]([CH3:23])=[N:11][C:10]=2[OH:24])[CH:5]=[N:6][CH:7]=1.[CH3:25][O:26][C:27]1[CH:32]=[CH:31][C:30](B(O)O)=[CH:29][CH:28]=1.C([O-])([O-])=O.[Na+].[Na+].O, predict the reaction product.